Dataset: Peptide-MHC class II binding affinity with 134,281 pairs from IEDB. Task: Regression. Given a peptide amino acid sequence and an MHC pseudo amino acid sequence, predict their binding affinity value. This is MHC class II binding data. (1) The peptide sequence is RDLEVVAATPTSLLI. The MHC is HLA-DQA10401-DQB10402 with pseudo-sequence HLA-DQA10401-DQB10402. The binding affinity (normalized) is 0.394. (2) The peptide sequence is AGAEPAGKATTEEQK. The MHC is HLA-DPA10103-DPB10301 with pseudo-sequence HLA-DPA10103-DPB10301. The binding affinity (normalized) is 0.